This data is from NCI-60 drug combinations with 297,098 pairs across 59 cell lines. The task is: Regression. Given two drug SMILES strings and cell line genomic features, predict the synergy score measuring deviation from expected non-interaction effect. Drug 1: CC1=CC2C(CCC3(C2CCC3(C(=O)C)OC(=O)C)C)C4(C1=CC(=O)CC4)C. Drug 2: CC1=C(C(=O)C2=C(C1=O)N3CC4C(C3(C2COC(=O)N)OC)N4)N. Cell line: T-47D. Synergy scores: CSS=17.4, Synergy_ZIP=-4.87, Synergy_Bliss=-4.26, Synergy_Loewe=-1.67, Synergy_HSA=-0.0335.